From a dataset of Catalyst prediction with 721,799 reactions and 888 catalyst types from USPTO. Predict which catalyst facilitates the given reaction. Reactant: [Cl:1][C:2]1[CH:3]=[CH:4][C:5]([CH3:37])=[C:6]([N:8]2[C:15](=[O:16])[C:14]3[CH:13]=[C:12]([C:17]4[CH:18]=[C:19]([CH:22]=[CH:23][C:24]=4[O:25][CH3:26])[C:20]#[N:21])[N:11]([CH:27]([CH3:29])[CH3:28])[C:10]=3[CH:9]2[C:30]2[CH:35]=[CH:34][C:33]([Cl:36])=[CH:32][CH:31]=2)[CH:7]=1.[N-:38]=[N+:39]=[N-:40].[Na+].[Cl-].[NH4+].Cl. Product: [Cl:1][C:2]1[CH:3]=[CH:4][C:5]([CH3:37])=[C:6]([N:8]2[C:15](=[O:16])[C:14]3[CH:13]=[C:12]([C:17]4[CH:18]=[C:19]([C:20]5[NH:40][N:39]=[N:38][N:21]=5)[CH:22]=[CH:23][C:24]=4[O:25][CH3:26])[N:11]([CH:27]([CH3:29])[CH3:28])[C:10]=3[CH:9]2[C:30]2[CH:31]=[CH:32][C:33]([Cl:36])=[CH:34][CH:35]=2)[CH:7]=1. The catalyst class is: 3.